From a dataset of NCI-60 drug combinations with 297,098 pairs across 59 cell lines. Regression. Given two drug SMILES strings and cell line genomic features, predict the synergy score measuring deviation from expected non-interaction effect. (1) Drug 1: C1=C(C(=O)NC(=O)N1)F. Drug 2: CC1CCC2CC(C(=CC=CC=CC(CC(C(=O)C(C(C(=CC(C(=O)CC(OC(=O)C3CCCCN3C(=O)C(=O)C1(O2)O)C(C)CC4CCC(C(C4)OC)OP(=O)(C)C)C)C)O)OC)C)C)C)OC. Cell line: HCT116. Synergy scores: CSS=47.7, Synergy_ZIP=0.485, Synergy_Bliss=-0.775, Synergy_Loewe=-0.0869, Synergy_HSA=-0.465. (2) Drug 1: CC1=C(C(CCC1)(C)C)C=CC(=CC=CC(=CC(=O)O)C)C. Drug 2: C(CC(=O)O)C(=O)CN.Cl. Cell line: IGROV1. Synergy scores: CSS=0.661, Synergy_ZIP=-1.02, Synergy_Bliss=-0.0393, Synergy_Loewe=-1.82, Synergy_HSA=-1.60. (3) Drug 1: CNC(=O)C1=CC=CC=C1SC2=CC3=C(C=C2)C(=NN3)C=CC4=CC=CC=N4. Drug 2: C1CC(=O)NC(=O)C1N2C(=O)C3=CC=CC=C3C2=O. Cell line: KM12. Synergy scores: CSS=23.9, Synergy_ZIP=12.2, Synergy_Bliss=17.6, Synergy_Loewe=-3.92, Synergy_HSA=10.2. (4) Drug 2: CC1CCCC2(C(O2)CC(NC(=O)CC(C(C(=O)C(C1O)C)(C)C)O)C(=CC3=CSC(=N3)C)C)C. Drug 1: C1CN1C2=NC(=NC(=N2)N3CC3)N4CC4. Synergy scores: CSS=37.3, Synergy_ZIP=-3.61, Synergy_Bliss=-3.31, Synergy_Loewe=-3.24, Synergy_HSA=0.690. Cell line: HCT-15. (5) Drug 1: CN(C)N=NC1=C(NC=N1)C(=O)N. Drug 2: C1CNP(=O)(OC1)N(CCCl)CCCl. Cell line: RXF 393. Synergy scores: CSS=-2.04, Synergy_ZIP=1.15, Synergy_Bliss=1.28, Synergy_Loewe=-3.13, Synergy_HSA=-2.12. (6) Drug 1: CS(=O)(=O)C1=CC(=C(C=C1)C(=O)NC2=CC(=C(C=C2)Cl)C3=CC=CC=N3)Cl. Drug 2: CC(C1=C(C=CC(=C1Cl)F)Cl)OC2=C(N=CC(=C2)C3=CN(N=C3)C4CCNCC4)N. Cell line: SF-268. Synergy scores: CSS=5.01, Synergy_ZIP=1.32, Synergy_Bliss=4.32, Synergy_Loewe=-3.17, Synergy_HSA=-0.252.